This data is from Full USPTO retrosynthesis dataset with 1.9M reactions from patents (1976-2016). The task is: Predict the reactants needed to synthesize the given product. (1) Given the product [CH:7]12[O:23][CH:6]1[CH2:5][C:4]1[C:8]2=[CH:9][CH:10]=[CH:2][CH:3]=1, predict the reactants needed to synthesize it. The reactants are: F[C:2]1[CH:3]=[C:4]2[C:8](=[CH:9][CH:10]=1)[CH2:7][CH:6]=[CH:5]2.C1(C2C=C[N+]([O-:23])=CC=2)C=CC=CC=1.Cl[O-].[Na+].CCCCCC. (2) Given the product [NH2:9][C:3]1[N:4]=[CH:5][N:6]=[C:7]([NH:26][CH:27]2[CH2:28][C:29]3([CH2:34][CH2:33][N:32]([C:35](=[O:37])/[CH:47]=[CH:46]/[CH2:45][N:44]([CH3:51])[CH3:43])[CH2:31]3)[CH2:30]2)[C:2]=1[C:20]1[CH:21]=[CH:22][C:17]([O:10][C:11]2[CH:16]=[CH:15][CH:14]=[CH:13][CH:12]=2)=[CH:18][CH:19]=1, predict the reactants needed to synthesize it. The reactants are: Cl[C:2]1[C:3]([NH2:9])=[N:4][CH:5]=[N:6][C:7]=1Cl.[O:10]([C:17]1[CH:22]=[CH:21][C:20](B(O)O)=[CH:19][CH:18]=1)[C:11]1[CH:16]=[CH:15][CH:14]=[CH:13][CH:12]=1.[NH2:26][CH:27]1[CH2:30][C:29]2([CH2:34][CH2:33][N:32]([C:35]([O:37]C(C)(C)C)=O)[CH2:31]2)[CH2:28]1.Cl.[CH3:43][N:44]([CH3:51])[CH2:45]/[CH:46]=[CH:47]/C(O)=O. (3) Given the product [Br:1][C:2]1[C:7]([F:8])=[C:6]2[C:5]([CH2:9][CH2:10][C:11]2=[O:13])=[C:4]([F:14])[CH:3]=1, predict the reactants needed to synthesize it. The reactants are: [Br:1][C:2]1[C:7]([F:8])=[CH:6][C:5]([CH2:9][CH2:10][C:11]([OH:13])=O)=[C:4]([F:14])[CH:3]=1.O=S(Cl)Cl.[Al+3].[Cl-].[Cl-].[Cl-]. (4) The reactants are: [F:1][C:2]1[CH:7]=[CH:6][C:5]([C:8]2[CH2:9][CH2:10][N:11]([C:14]([O:16][C:17]([CH3:20])([CH3:19])[CH3:18])=[O:15])[CH2:12][CH:13]=2)=[CH:4][C:3]=1[N+:21]([O-])=O.[H][H]. Given the product [C:17]([O:16][C:14]([N:11]1[CH2:10][CH2:9][CH:8]([C:5]2[CH:6]=[CH:7][C:2]([F:1])=[C:3]([NH2:21])[CH:4]=2)[CH2:13][CH2:12]1)=[O:15])([CH3:20])([CH3:18])[CH3:19], predict the reactants needed to synthesize it. (5) Given the product [C:12]([OH:24])(=[O:23])[CH2:13][C:14]([CH2:19][C:20]([OH:22])=[O:21])([C:16]([OH:18])=[O:17])[OH:15], predict the reactants needed to synthesize it. The reactants are: Cl.O.O.O.C([O-])(=O)C.[Na+].[Cl-].[Na+].[C:12]([O-:24])(=[O:23])[CH2:13][C:14]([CH2:19][C:20]([O-:22])=[O:21])([C:16]([O-:18])=[O:17])[OH:15].[Na+].[Na+].[Na+].[OH-].[Na+].P([O-])([O-])([O-])=O.[Na+].[Na+].[Na+]. (6) Given the product [O-2:29].[Ti+4:2].[O-2:34].[C:7]([OH:3])(=[O:1])[C:6]([CH3:10])=[CH2:9].[C:9]([O:3][CH3:16])(=[O:1])[C:6]([CH3:10])=[CH2:7], predict the reactants needed to synthesize it. The reactants are: [O-2:1].[Ti+4:2].[O-2:3].N([C:6]([CH3:10])([CH3:9])[C:7]#N)=N[C:6]([CH3:10])([CH3:9])[C:7]#N.[CH2:16](S([O-])(=O)=[O:29])CCCCCCCCCCC.[Na+].P([O-])([O-])([O-])=[O:34].[Ca+2].P([O-])([O-])([O-])=O.[Ca+2].[Ca+2]. (7) Given the product [OH:42][CH2:41][CH2:34][O:33][C:32](=[O:38])[NH:23][C:22]1[CH:24]=[CH:25][C:19]([C:10]2[N:11]=[C:12]([N:13]3[CH2:18][CH2:17][O:16][CH2:15][CH2:14]3)[C:7]3[CH:6]=[CH:5][N:4]([CH2:3][C:2]([F:26])([F:1])[F:27])[C:8]=3[N:9]=2)=[CH:20][CH:21]=1, predict the reactants needed to synthesize it. The reactants are: [F:1][C:2]([F:27])([F:26])[CH2:3][N:4]1[C:8]2[N:9]=[C:10]([C:19]3[CH:25]=[CH:24][C:22]([NH2:23])=[CH:21][CH:20]=3)[N:11]=[C:12]([N:13]3[CH2:18][CH2:17][O:16][CH2:15][CH2:14]3)[C:7]=2[CH:6]=[CH:5]1.ClC(Cl)(O[C:32](=[O:38])[O:33][C:34](Cl)(Cl)Cl)Cl.C(O)[CH2:41][OH:42]. (8) Given the product [F:36][C:30]1[CH:31]=[CH:32][CH:33]=[C:34]([F:35])[C:29]=1[S:26]([NH:25][C:21]1[CH:22]=[CH:23][CH:24]=[C:19]([C:9]2[N:10]=[C:11]([N:13]3[CH2:18][CH2:17][O:16][CH2:15][CH2:14]3)[S:12][C:8]=2[C:6]2[CH:5]=[CH:4][N:3]=[C:2]([NH:43][CH2:39][CH:40]([CH3:42])[CH3:41])[N:7]=2)[C:20]=1[O:37][CH3:38])(=[O:28])=[O:27], predict the reactants needed to synthesize it. The reactants are: Cl[C:2]1[N:7]=[C:6]([C:8]2[S:12][C:11]([N:13]3[CH2:18][CH2:17][O:16][CH2:15][CH2:14]3)=[N:10][C:9]=2[C:19]2[C:20]([O:37][CH3:38])=[C:21]([NH:25][S:26]([C:29]3[C:34]([F:35])=[CH:33][CH:32]=[CH:31][C:30]=3[F:36])(=[O:28])=[O:27])[CH:22]=[CH:23][CH:24]=2)[CH:5]=[CH:4][N:3]=1.[CH2:39]([NH2:43])[CH:40]([CH3:42])[CH3:41]. (9) Given the product [I:1][C:2]1[CH:7]=[CH:6][CH:5]=[CH:4][C:3]=1[O:8][CH2:14][CH:13]=[C:12]([CH3:16])[CH3:11], predict the reactants needed to synthesize it. The reactants are: [I:1][C:2]1[CH:7]=[CH:6][CH:5]=[CH:4][C:3]=1[OH:8].[H-].[Na+].[CH3:11][C:12]([CH3:16])=[CH:13][CH2:14]Br.